Dataset: Reaction yield outcomes from USPTO patents with 853,638 reactions. Task: Predict the reaction yield, written as a fraction of the theoretical maximum amount of product (1.0 means a 100% yield; for example, 0.34 means a 34% yield). (1) The reactants are [C:1]([O:5][C:6]([NH:8][C@@H:9]([C@H:13]([OH:15])[CH3:14])[C:10]([OH:12])=O)=[O:7])([CH3:4])([CH3:3])[CH3:2].CCN=C=N[CH2:21][CH2:22][CH2:23][N:24]([CH3:26])C.Cl.C1C=CC2N(O)N=NC=2C=1.CCN(C(C)C)C(C)C.N1CCCC1. The yield is 0.480. The product is [OH:15][C@H:13]([CH3:14])[C@H:9]([NH:8][C:6](=[O:7])[O:5][C:1]([CH3:2])([CH3:3])[CH3:4])[C:10](=[O:12])[N:24]1[CH2:23][CH2:22][CH2:21][CH2:26]1. The catalyst is C(Cl)Cl. (2) The reactants are [Br:1][C:2]1[CH:7]=[CH:6][C:5]([CH2:8][OH:9])=[CH:4][CH:3]=1.[H-].[Na+].F[C:13]1[CH:18]=[CH:17][CH:16]=[C:15]([CH3:19])[N:14]=1. The catalyst is CN(C)C=O. The product is [Br:1][C:2]1[CH:7]=[CH:6][C:5]([CH2:8][O:9][C:13]2[CH:18]=[CH:17][CH:16]=[C:15]([CH3:19])[N:14]=2)=[CH:4][CH:3]=1. The yield is 0.810. (3) The reactants are Br[C:2]1[CH:3]=[C:4]2[C:11]3([N:15]=[C:14]([NH2:16])[C:13]([CH3:17])=[N:12]3)[CH2:10][CH2:9][O:8][C:5]2=[CH:6][CH:7]=1.[Cl:18][C:19]1[CH:20]=[C:21](B(O)O)[CH:22]=[C:23]([Cl:25])[CH:24]=1.C([O-])([O-])=O.[K+].[K+]. The catalyst is O1CCOCC1.Cl[Pd]Cl.C1(P(C2C=CC=CC=2)[C-]2C=CC=C2)C=CC=CC=1.[C-]1(P(C2C=CC=CC=2)C2C=CC=CC=2)C=CC=C1.[Fe+2]. The product is [Cl:18][C:19]1[CH:20]=[C:21]([C:2]2[CH:3]=[C:4]3[C:11]4([N:15]=[C:14]([NH2:16])[C:13]([CH3:17])=[N:12]4)[CH2:10][CH2:9][O:8][C:5]3=[CH:6][CH:7]=2)[CH:22]=[C:23]([Cl:25])[CH:24]=1. The yield is 0.140. (4) The reactants are [Br:1][C:2]1[C:3]([NH:10][CH2:11][CH3:12])=[C:4]([NH2:9])[C:5]([Cl:8])=[N:6][CH:7]=1.Cl.CN(C)CCCN=C=NCC.[C:25]([CH2:27][C:28](O)=[O:29])#[N:26].CN1CCOCC1. The catalyst is C(Cl)Cl. The product is [Br:1][C:2]1[C:3]([NH:10][CH2:11][CH3:12])=[C:4]([NH:9][C:28](=[O:29])[CH2:27][C:25]#[N:26])[C:5]([Cl:8])=[N:6][CH:7]=1. The yield is 0.760. (5) The catalyst is ClCCl.CCCCCC.C(OCC)(=O)C.O. The product is [CH3:34][S:44]([C:3]1[CH:4]=[CH:5][C:6]([NH:9][C:10]2[N:15]=[CH:14][N:13]=[C:12]([O:16][C:17]3[CH:22]=[CH:21][C:20]([NH:23][C:24]([NH:26][C:27]4[CH:32]=[CH:31][CH:30]=[CH:29][CH:28]=4)=[O:25])=[CH:19][CH:18]=3)[CH:11]=2)=[CH:7][CH:8]=1)(=[O:48])=[O:46]. The reactants are CS[C:3]1[CH:8]=[CH:7][C:6]([NH:9][C:10]2[N:15]=[CH:14][N:13]=[C:12]([O:16][C:17]3[CH:22]=[CH:21][C:20]([NH:23][C:24]([NH:26][C:27]4[CH:32]=[CH:31][CH:30]=[CH:29][CH:28]=4)=[O:25])=[CH:19][CH:18]=3)[CH:11]=2)=[CH:5][CH:4]=1.Cl[C:34]1C=CC=C(C(OO)=O)C=1.[S:44]([O-:48])([O-])(=[O:46])=S.[Na+].[Na+]. The yield is 0.710.